This data is from Forward reaction prediction with 1.9M reactions from USPTO patents (1976-2016). The task is: Predict the product of the given reaction. (1) Given the reactants [NH2:1][C:2]1[CH:7]=[CH:6][C:5]([Cl:8])=[CH:4][C:3]=1[C:9]([C:11]1[CH:12]=[N:13][CH:14]=[CH:15][CH:16]=1)=[O:10].[Br:17][C:18]1[CH:23]=[CH:22][C:21]([S:24](Cl)(=[O:26])=[O:25])=[CH:20][C:19]=1[F:28], predict the reaction product. The product is: [Br:17][C:18]1[CH:23]=[CH:22][C:21]([S:24]([NH:1][C:2]2[CH:7]=[CH:6][C:5]([Cl:8])=[CH:4][C:3]=2[C:9]([C:11]2[CH:12]=[N:13][CH:14]=[CH:15][CH:16]=2)=[O:10])(=[O:26])=[O:25])=[CH:20][C:19]=1[F:28]. (2) Given the reactants C([O:3][C:4](=[O:34])[CH2:5][O:6][C:7]1[CH:12]=[CH:11][C:10]([O:13][CH:14]([C:16]2[C:17]([CH3:32])=[N:18][C:19]([C:22]3[CH:27]=[CH:26][C:25]([C:28]([F:31])([F:30])[F:29])=[CH:24][CH:23]=3)=[CH:20][CH:21]=2)[CH3:15])=[CH:9][C:8]=1[CH3:33])C.ClC(C1C(C)=NC(C2C=CC(C(F)(F)F)=CC=2)=CC=1)C.ClC(C1C(C)=NC(C2C=CC(C(F)(F)F)=CC=2)=CC=1)CC, predict the reaction product. The product is: [CH3:33][C:8]1[CH:9]=[C:10]([O:13][CH:14]([C:16]2[C:17]([CH3:32])=[N:18][C:19]([C:22]3[CH:23]=[CH:24][C:25]([C:28]([F:31])([F:30])[F:29])=[CH:26][CH:27]=3)=[CH:20][CH:21]=2)[CH3:15])[CH:11]=[CH:12][C:7]=1[O:6][CH2:5][C:4]([OH:34])=[O:3]. (3) Given the reactants [CH3:1][O:2][C:3]1[CH:4]=[CH:5][CH:6]=[C:7]2[C:12]=1[CH2:11][CH:10]([NH:13][CH2:14][CH2:15][CH3:16])[CH2:9][CH2:8]2.[C-:17]1([CH2:22][C:23]([OH:25])=O)[CH:21]=[CH:20][CH:19]=[CH:18]1.[CH-:26]1[CH:30]=[CH:29][CH:28]=[CH:27]1.[Fe+2:31], predict the reaction product. The product is: [CH3:1][O:2][C:3]1[CH:4]=[CH:5][CH:6]=[C:7]2[C:12]=1[CH2:11][CH:10]([N:13]([CH2:14][CH2:15][CH3:16])[C:23](=[O:25])[CH2:22][C-:17]1[CH:18]=[CH:19][CH:20]=[CH:21]1)[CH2:9][CH2:8]2.[CH-:26]1[CH:30]=[CH:29][CH:28]=[CH:27]1.[Fe+2:31]. (4) Given the reactants C(OC(=O)[NH:7][C:8]1[CH:13]=[CH:12][C:11]([C:14]2[CH:19]=[CH:18][CH:17]=[CH:16][C:15]=2[F:20])=[CH:10][C:9]=1[NH:21][C:22](=[O:37])[CH2:23][C:24]([C:26]1[CH:31]=[CH:30][CH:29]=[C:28]([N:32]2[CH:36]=[CH:35][N:34]=[CH:33]2)[CH:27]=1)=O)(C)(C)C.C(O)(C(F)(F)F)=O, predict the reaction product. The product is: [F:20][C:15]1[CH:16]=[CH:17][CH:18]=[CH:19][C:14]=1[C:11]1[CH:12]=[CH:13][C:8]2[N:7]=[C:24]([C:26]3[CH:31]=[CH:30][CH:29]=[C:28]([N:32]4[CH:36]=[CH:35][N:34]=[CH:33]4)[CH:27]=3)[CH2:23][C:22](=[O:37])[NH:21][C:9]=2[CH:10]=1. (5) Given the reactants Cl.Cl.[F:3][CH:4]([F:32])[C:5]1[N:9]([C:10]2[CH:15]=[C:14]([N:16]3[CH2:21][CH2:20][O:19][CH2:18][CH2:17]3)[N:13]=[C:12]([NH:22][C@H:23]3[CH2:27][CH2:26][NH:25][CH2:24]3)[N:11]=2)[C:8]2[CH:28]=[CH:29][CH:30]=[CH:31][C:7]=2[N:6]=1.[C:33]1([CH2:39][CH:40]=O)[CH:38]=[CH:37][CH:36]=[CH:35][CH:34]=1.C(O[BH-](OC(=O)C)OC(=O)C)(=O)C.[Na+].C(=O)(O)[O-].[Na+], predict the reaction product. The product is: [F:32][CH:4]([F:3])[C:5]1[N:9]([C:10]2[CH:15]=[C:14]([N:16]3[CH2:21][CH2:20][O:19][CH2:18][CH2:17]3)[N:13]=[C:12]([NH:22][C@H:23]3[CH2:27][CH2:26][N:25]([CH2:40][CH2:39][C:33]4[CH:38]=[CH:37][CH:36]=[CH:35][CH:34]=4)[CH2:24]3)[N:11]=2)[C:8]2[CH:28]=[CH:29][CH:30]=[CH:31][C:7]=2[N:6]=1. (6) Given the reactants [Si]([O:8][CH2:9][CH2:10][N:11]([C:28]1[CH:33]=[CH:32][CH:31]=[CH:30][C:29]=1[Cl:34])[C:12]([C:14]1[S:27][C:17]2[C:18]3[CH:26]=[CH:25][CH:24]=[CH:23][C:19]=3[O:20][CH2:21][CH2:22][C:16]=2[CH:15]=1)=[O:13])(C(C)(C)C)(C)C.C(O)(=O)C.O.[F-].C([N+](CCCC)(CCCC)CCCC)CCC, predict the reaction product. The product is: [Cl:34][C:29]1[CH:30]=[CH:31][CH:32]=[CH:33][C:28]=1[N:11]([CH2:10][CH2:9][OH:8])[C:12]([C:14]1[S:27][C:17]2[C:18]3[CH:26]=[CH:25][CH:24]=[CH:23][C:19]=3[O:20][CH2:21][CH2:22][C:16]=2[CH:15]=1)=[O:13].